This data is from Forward reaction prediction with 1.9M reactions from USPTO patents (1976-2016). The task is: Predict the product of the given reaction. The product is: [CH:18]1([NH:17][C:13]2[N:12]=[C:11]([C:10]3[C:9]([C:23]4[CH:28]=[CH:27][C:26]([F:29])=[CH:25][CH:24]=4)=[N:8][N:5]4[CH:6]=[CH:7][C:2]([N:43]=[C:30]([C:31]5[CH:36]=[CH:35][CH:34]=[CH:33][CH:32]=5)[C:37]5[CH:42]=[CH:41][CH:40]=[CH:39][CH:38]=5)=[CH:3][C:4]=34)[CH:16]=[CH:15][N:14]=2)[CH2:22][CH2:21][CH2:20][CH2:19]1. Given the reactants Cl[C:2]1[CH:7]=[CH:6][N:5]2[N:8]=[C:9]([C:23]3[CH:28]=[CH:27][C:26]([F:29])=[CH:25][CH:24]=3)[C:10]([C:11]3[CH:16]=[CH:15][N:14]=[C:13]([NH:17][CH:18]4[CH2:22][CH2:21][CH2:20][CH2:19]4)[N:12]=3)=[C:4]2[CH:3]=1.[C:30](=[NH:43])([C:37]1[CH:42]=[CH:41][CH:40]=[CH:39][CH:38]=1)[C:31]1[CH:36]=[CH:35][CH:34]=[CH:33][CH:32]=1.C1(P(C2C=CC=CC=2)C2C=CC3C(=CC=CC=3)C=2C2C3C(=CC=CC=3)C=CC=2P(C2C=CC=CC=2)C2C=CC=CC=2)C=CC=CC=1.CC(C)([O-])C.[Na+].C(=O)(O)[O-].[Na+], predict the reaction product.